This data is from Peptide-MHC class II binding affinity with 134,281 pairs from IEDB. The task is: Regression. Given a peptide amino acid sequence and an MHC pseudo amino acid sequence, predict their binding affinity value. This is MHC class II binding data. (1) The peptide sequence is SMVGLFSNNPHDLPL. The MHC is DRB3_0101 with pseudo-sequence DRB3_0101. The binding affinity (normalized) is 0.512. (2) The peptide sequence is SPLLTEGFKLLSSLV. The MHC is DRB1_0405 with pseudo-sequence DRB1_0405. The binding affinity (normalized) is 0.787. (3) The peptide sequence is APWIEQEGPEYW. The MHC is HLA-DQA10501-DQB10201 with pseudo-sequence HLA-DQA10501-DQB10201. The binding affinity (normalized) is 0.558. (4) The peptide sequence is DMRLLSLAVSSAVPT. The MHC is DRB3_0301 with pseudo-sequence DRB3_0301. The binding affinity (normalized) is 0.936. (5) The peptide sequence is SCWRGDSNWAQNRMK. The MHC is DRB1_1201 with pseudo-sequence DRB1_1201. The binding affinity (normalized) is 0.0478. (6) The binding affinity (normalized) is 0.450. The peptide sequence is YDNDNPYRTWHYCGS. The MHC is HLA-DQA10601-DQB10402 with pseudo-sequence HLA-DQA10601-DQB10402.